This data is from Full USPTO retrosynthesis dataset with 1.9M reactions from patents (1976-2016). The task is: Predict the reactants needed to synthesize the given product. Given the product [CH3:28][O:29][CH2:30][C:31]#[C:32][C:2]1[CH:7]=[CH:6][C:5]([S:8]([NH:11][CH2:12][C:13]2[CH:27]=[CH:26][C:16]([C:17]([NH:19][C:20]3[CH:21]=[N:22][CH:23]=[CH:24][CH:25]=3)=[O:18])=[CH:15][CH:14]=2)(=[O:10])=[O:9])=[CH:4][CH:3]=1, predict the reactants needed to synthesize it. The reactants are: I[C:2]1[CH:7]=[CH:6][C:5]([S:8]([NH:11][CH2:12][C:13]2[CH:27]=[CH:26][C:16]([C:17]([NH:19][C:20]3[CH:21]=[N:22][CH:23]=[CH:24][CH:25]=3)=[O:18])=[CH:15][CH:14]=2)(=[O:10])=[O:9])=[CH:4][CH:3]=1.[CH3:28][O:29][CH2:30][C:31]#[CH:32].